This data is from Reaction yield outcomes from USPTO patents with 853,638 reactions. The task is: Predict the reaction yield, written as a fraction of the theoretical maximum amount of product (1.0 means a 100% yield; for example, 0.34 means a 34% yield). (1) The reactants are [CH3:1][C:2]1[CH:7]=[C:6]([CH3:8])[CH:5]=[C:4]([CH3:9])[C:3]=1[NH:10][C:11]([NH2:13])=[S:12].Br[CH:15]([CH3:19])[C:16](=O)[CH3:17]. The catalyst is CCO.CCOC(C)=O. The product is [CH3:19][C:15]1[N:13]=[C:11]([NH:10][C:3]2[C:2]([CH3:1])=[CH:7][C:6]([CH3:8])=[CH:5][C:4]=2[CH3:9])[S:12][C:16]=1[CH3:17]. The yield is 0.650. (2) The reactants are Cl[C:2]1[C:11]2[C:6](=[CH:7][C:8]3[O:15][CH2:14][CH:13]([CH2:16][O:17][CH3:18])[O:12][C:9]=3[CH:10]=2)[N:5]=[CH:4][N:3]=1.[Cl:19][C:20]1[CH:21]=[C:22]([CH:24]=[CH:25][C:26]=1[CH3:27])[NH2:23]. No catalyst specified. The product is [Cl:19][C:20]1[CH:21]=[C:22]([NH:23][C:2]2[C:11]3[C:6](=[CH:7][C:8]4[O:15][CH2:14][CH:13]([CH2:16][O:17][CH3:18])[O:12][C:9]=4[CH:10]=3)[N:5]=[CH:4][N:3]=2)[CH:24]=[CH:25][C:26]=1[CH3:27]. The yield is 0.490. (3) The reactants are [CH:1]1([C:7]2[S:8][C:9]([C:13]([O:15]CC)=[O:14])=[C:10]([CH3:12])[N:11]=2)[CH2:6][CH2:5][CH2:4][CH2:3][CH2:2]1.[OH-].[Na+]. The catalyst is CO. The product is [CH:1]1([C:7]2[S:8][C:9]([C:13]([OH:15])=[O:14])=[C:10]([CH3:12])[N:11]=2)[CH2:2][CH2:3][CH2:4][CH2:5][CH2:6]1. The yield is 0.830. (4) The reactants are [F:1][C:2]([F:7])([F:6])[C:3]([OH:5])=[O:4].[F:8][C:9]([F:14])([F:13])[C:10]([OH:12])=[O:11].[NH:15]1[CH2:20][CH2:19][CH:18]([C:21]2[N:22]=[C:23]3[C:32]4[CH:33]=[CH:34][N:35]=[CH:36][C:31]=4[C:30]4[C:29](=[O:37])[NH:28][CH:27]=[CH:26][C:25]=4[N:24]3[CH:38]=2)[CH2:17][CH2:16]1.[CH:39]1([CH:42]=O)[CH2:41][CH2:40]1.C(N(CC)CC)C.C(O[BH-](OC(=O)C)OC(=O)C)(=O)C.[Na+]. The catalyst is CO. The product is [F:1][C:2]([F:7])([F:6])[C:3]([OH:5])=[O:4].[F:8][C:9]([F:14])([F:13])[C:10]([OH:12])=[O:11].[CH:39]1([CH2:42][N:15]2[CH2:20][CH2:19][CH:18]([C:21]3[N:22]=[C:23]4[C:32]5[CH:33]=[CH:34][N:35]=[CH:36][C:31]=5[C:30]5[C:29](=[O:37])[NH:28][CH:27]=[CH:26][C:25]=5[N:24]4[CH:38]=3)[CH2:17][CH2:16]2)[CH2:41][CH2:40]1. The yield is 0.780. (5) The reactants are C(C1[O:6][C:7]2[C:13]([S:14]([N:17]3[CH2:22][CH2:21][N:20]([CH3:23])[CH2:19][CH2:18]3)(=[O:16])=[O:15])=[C:12]([Cl:24])[CH:11]=[CH:10][C:8]=2[N:9]=1)(C)(C)C.O.OS(O)(=O)=O.[OH-].[Na+]. The catalyst is O1CCOCC1. The product is [NH2:9][C:8]1[C:7]([OH:6])=[C:13]([S:14]([N:17]2[CH2:22][CH2:21][N:20]([CH3:23])[CH2:19][CH2:18]2)(=[O:16])=[O:15])[C:12]([Cl:24])=[CH:11][CH:10]=1. The yield is 0.680. (6) The reactants are Br[C:2]1[CH:7]=[CH:6][CH:5]=[CH:4][C:3]=1[C:8]([C:27]([O:29][CH3:30])=[O:28])=[C:9]([NH:11][CH:12]([CH:14]1[CH2:19][CH2:18][N:17]([C:20]([O:22][C:23]([CH3:26])([CH3:25])[CH3:24])=[O:21])[CH2:16][CH2:15]1)[CH3:13])[CH3:10].C1(P(C2CCCCC2)C2C=CC=CC=2C2C(OC(C)C)=CC=CC=2OC(C)C)CCCCC1.O1CCOCC1.C[O-].[Na+]. The catalyst is CC(OC1C=CC=C(OC(C)C)C=1C1C(P(C2CCCCC2)C2CCCCC2)=CC=CC=1)C. The product is [C:23]([O:22][C:20]([N:17]1[CH2:18][CH2:19][CH:14]([CH:12]([N:11]2[C:4]3[C:3](=[CH:2][CH:7]=[CH:6][CH:5]=3)[C:8]([C:27]([O:29][CH3:30])=[O:28])=[C:9]2[CH3:10])[CH3:13])[CH2:15][CH2:16]1)=[O:21])([CH3:26])([CH3:25])[CH3:24]. The yield is 0.689. (7) The reactants are Cl.[Br:2][C:3]1[CH:8]=[CH:7][C:6]([NH:9][NH2:10])=[CH:5][CH:4]=1.[C:11]1(=O)[O:16][C:14](=[O:15])[C:13]2=[CH:17][CH:18]=[CH:19][CH:20]=[C:12]12. The catalyst is C(O)(=O)C. The product is [Br:2][C:3]1[CH:8]=[CH:7][C:6]([NH:9][N:10]2[C:14](=[O:15])[C:13]3[C:12](=[CH:20][CH:19]=[CH:18][CH:17]=3)[C:11]2=[O:16])=[CH:5][CH:4]=1. The yield is 0.840. (8) The reactants are [F:1][C:2]1[CH:3]=[C:4]([C:13]2[N:18]=[C:17]([C:19]3[C:23]([CH3:25])([CH3:24])[CH2:22][C:21]([CH3:27])([CH3:26])[CH:20]=3)[C:16]([C:28]([OH:30])=[O:29])=[CH:15][CH:14]=2)[CH:5]=[C:6]([O:8][CH2:9][CH:10]([CH3:12])[CH3:11])[CH:7]=1.C([O-])=O.[NH4+]. The catalyst is C(O)C.[OH-].[Pd+2].[OH-]. The product is [F:1][C:2]1[CH:3]=[C:4]([C:13]2[N:18]=[C:17]([CH:19]3[CH2:20][C:21]([CH3:26])([CH3:27])[CH2:22][C:23]3([CH3:25])[CH3:24])[C:16]([C:28]([OH:30])=[O:29])=[CH:15][CH:14]=2)[CH:5]=[C:6]([O:8][CH2:9][CH:10]([CH3:12])[CH3:11])[CH:7]=1. The yield is 0.134.